This data is from Catalyst prediction with 721,799 reactions and 888 catalyst types from USPTO. The task is: Predict which catalyst facilitates the given reaction. (1) Reactant: [H-].[Na+].[CH3:3][C:4]1[NH:5][CH:6]=[CH:7][N:8]=1.F[C:10]1[CH:15]=[CH:14][C:13]([C:16](=[O:29])[CH2:17][N:18]2[C:26](=[O:27])[C:25]3[C:20](=[CH:21][CH:22]=[CH:23][CH:24]=3)[C:19]2=[O:28])=[CH:12][CH:11]=1. Product: [CH3:3][C:4]1[N:5]([C:10]2[CH:11]=[CH:12][C:13]([C:16](=[O:29])[CH2:17][N:18]3[C:19](=[O:28])[C:20]4[C:25](=[CH:24][CH:23]=[CH:22][CH:21]=4)[C:26]3=[O:27])=[CH:14][CH:15]=2)[CH:6]=[CH:7][N:8]=1. The catalyst class is: 3. (2) Reactant: [Br:1][C:2]1[CH:7]=[CH:6][C:5]([OH:8])=[CH:4][CH:3]=1.Br[CH2:10][C:11]([C:13]1[CH:18]=[CH:17][C:16]([Cl:19])=[CH:15][C:14]=1[Cl:20])=[O:12].C(=O)([O-])[O-].[K+].[K+].O. Product: [Br:1][C:2]1[CH:7]=[CH:6][C:5]([O:8][CH2:10][C:11]([C:13]2[CH:18]=[CH:17][C:16]([Cl:19])=[CH:15][C:14]=2[Cl:20])=[O:12])=[CH:4][CH:3]=1. The catalyst class is: 10. (3) Reactant: C(O[CH:5]([C:28]1[CH:37]=[C:31]2[C:32](=[O:36])[O:33][CH2:34][CH2:35][N:30]2[N:29]=1)[C:6]1(Br)[C:12](=[O:13])[N:11]2[C@@H:7]1[S:8][CH:9]=[C:10]2[C:14]([O:16]CC1C=CC([N+]([O-])=O)=CC=1)=[O:15])(=O)C.P([O-])([O-])([O-])=O. Product: [O:13]=[C:12]1[N:11]2[C@H:7]([S:8][CH:9]=[C:10]2[C:14]([OH:16])=[O:15])/[C:6]/1=[CH:5]\[C:28]1[CH:37]=[C:31]2[C:32](=[O:36])[O:33][CH2:34][CH2:35][N:30]2[N:29]=1. The catalyst class is: 123. (4) Reactant: [OH:1][C:2]1[C:11]([CH3:12])=[C:10]([CH3:13])[C:9]([CH2:14][C:15]2[CH:20]=[CH:19][C:18]([C:21]3[N:22]=[N:23][N:24]([CH3:26])[CH:25]=3)=[CH:17][CH:16]=2)=[CH:8][C:3]=1[C:4]([O:6][CH3:7])=[O:5].[H-].[Na+].C1C=CC(N([S:36]([C:39]([F:42])([F:41])[F:40])(=[O:38])=[O:37])[S:36]([C:39]([F:42])([F:41])[F:40])(=[O:38])=[O:37])=CC=1.Cl. Product: [CH3:12][C:11]1[C:2]([O:1][S:36]([C:39]([F:42])([F:41])[F:40])(=[O:38])=[O:37])=[C:3]([CH:8]=[C:9]([CH2:14][C:15]2[CH:20]=[CH:19][C:18]([C:21]3[N:22]=[N:23][N:24]([CH3:26])[CH:25]=3)=[CH:17][CH:16]=2)[C:10]=1[CH3:13])[C:4]([O:6][CH3:7])=[O:5]. The catalyst class is: 3. (5) Reactant: [CH3:1][O:2][C:3]1[CH:8]=[CH:7][CH:6]=[C:5](OCOC)[C:4]=1[C:13]1[C:18]([CH:19]([OH:26])[C:20]2[CH:25]=[CH:24][CH:23]=[CH:22][N:21]=2)=[CH:17][C:16]([CH2:27][S:28]([NH2:31])(=[O:30])=[O:29])=[CH:15][CH:14]=1.C(P(CCCC)CCCC)CCC.N(C(N1CCCCC1)=O)=NC(N1CCCCC1)=O.[Na+].[Cl-]. Product: [CH3:1][O:2][C:3]1[C:4]2[C:13]3[CH:14]=[CH:15][C:16]([CH2:27][S:28]([NH2:31])(=[O:30])=[O:29])=[CH:17][C:18]=3[CH:19]([C:20]3[CH:25]=[CH:24][CH:23]=[CH:22][N:21]=3)[O:26][C:5]=2[CH:6]=[CH:7][CH:8]=1. The catalyst class is: 56. (6) Reactant: [Cl:1][C:2]1[CH:3]=[C:4]([CH:16]=[CH:17][C:18]=1[Cl:19])[O:5][CH:6]1[CH2:11][CH2:10][N:9]([CH2:12][C@@H:13]2[CH2:15][O:14]2)[CH2:8][CH2:7]1.[CH3:20][NH2:21]. Product: [Cl:1][C:2]1[CH:3]=[C:4]([CH:16]=[CH:17][C:18]=1[Cl:19])[O:5][CH:6]1[CH2:11][CH2:10][N:9]([CH2:12][C@H:13]([OH:14])[CH2:15][NH:21][CH3:20])[CH2:8][CH2:7]1. The catalyst class is: 8. (7) Product: [F:25][C:2]([F:1])([F:24])[C:3]1[CH:4]=[CH:5][C:6]([C:9]2[O:13][N:12]=[C:11]([C:14]3[CH:23]=[CH:22][C:17]([C:18]([OH:20])=[O:19])=[CH:16][CH:15]=3)[CH:10]=2)=[CH:7][CH:8]=1. The catalyst class is: 72. Reactant: [F:1][C:2]([F:25])([F:24])[C:3]1[CH:8]=[CH:7][C:6]([C:9]2[O:13][N:12]=[C:11]([C:14]3[CH:23]=[CH:22][C:17]([C:18]([O:20]C)=[O:19])=[CH:16][CH:15]=3)[CH:10]=2)=[CH:5][CH:4]=1.[OH-].[Na+].O1CCCC1.Cl. (8) Reactant: [C:1]1([S:7]([O-:10])(=[O:9])=[O:8])[CH:6]=[CH:5][CH:4]=[CH:3][CH:2]=1.CC1C=CC(C(NC2C=C(C(F)(F)F)C=C(N3C=C(C)N=C3)C=2)=O)=CC=1NC1N=C(C2C=NC=CC=2)C=CN=1. Product: [C:1]1([S:7]([OH:10])(=[O:9])=[O:8])[CH:6]=[CH:5][CH:4]=[CH:3][CH:2]=1. The catalyst class is: 13.